This data is from Forward reaction prediction with 1.9M reactions from USPTO patents (1976-2016). The task is: Predict the product of the given reaction. (1) The product is: [Br:16][CH2:14][C:8]1[N:7]([CH3:15])[N:6]([CH:1]2[CH2:2][CH2:3][CH2:4][CH2:5]2)[C:10](=[O:11])[C:9]=1[O:12][CH3:13]. Given the reactants [CH:1]1([N:6]2[C:10](=[O:11])[C:9]([O:12][CH3:13])=[C:8]([CH3:14])[N:7]2[CH3:15])[CH2:5][CH2:4][CH2:3][CH2:2]1.[Br:16]N1C(=O)CCC1=O, predict the reaction product. (2) Given the reactants Cl.[Cl:2][C:3]1[C:8]([Cl:9])=[CH:7][CH:6]=[CH:5][C:4]=1[C:10]1[N:11]=[C:12]([N:15]2[CH2:20][CH2:19][N:18](C(OC(C)(C)C)=O)[CH2:17][CH2:16]2)[S:13][CH:14]=1, predict the reaction product. The product is: [Cl:2][C:3]1[C:8]([Cl:9])=[CH:7][CH:6]=[CH:5][C:4]=1[C:10]1[N:11]=[C:12]([N:15]2[CH2:20][CH2:19][NH:18][CH2:17][CH2:16]2)[S:13][CH:14]=1. (3) Given the reactants [NH:1]1[C:5]2[CH:6]=[CH:7][C:8]([C:10](O)=[O:11])=[CH:9][C:4]=2[N:3]=[CH:2]1.[H-].[Al+3].[Li+].[H-].[H-].[H-], predict the reaction product. The product is: [NH:3]1[C:4]2[CH:9]=[C:8]([CH2:10][OH:11])[CH:7]=[CH:6][C:5]=2[N:1]=[CH:2]1. (4) Given the reactants [N:1]1([C:7]2[CH:12]=[CH:11][C:10](B(O)O)=[CH:9][CH:8]=2)[CH2:6][CH2:5][O:4][CH2:3][CH2:2]1.[OH-].[Na+].[ClH:18].[N:19]12[CH2:26][CH2:25][CH:22]([CH2:23][CH2:24]1)[C@@H:21]([NH:27][C:28]([C:30]1[O:31][C:32]3[CH:38]=[CH:37][C:36](Br)=[CH:35][C:33]=3[CH:34]=1)=[O:29])[CH2:20]2, predict the reaction product. The product is: [ClH:18].[N:19]12[CH2:24][CH2:23][CH:22]([CH2:25][CH2:26]1)[C@@H:21]([NH:27][C:28]([C:30]1[O:31][C:32]3[CH:38]=[CH:37][C:36]([C:10]4[CH:11]=[CH:12][C:7]([N:1]5[CH2:6][CH2:5][O:4][CH2:3][CH2:2]5)=[CH:8][CH:9]=4)=[CH:35][C:33]=3[CH:34]=1)=[O:29])[CH2:20]2. (5) Given the reactants [Si:1]([O:8][C@@H:9]1[C@@:26]2([CH3:27])[C:13](=[CH:14][CH:15]=[C:16]3[C@@H:25]2[CH2:24][CH2:23][C@@:21]2([CH3:22])[C@H:17]3[CH2:18][CH:19]=[C:20]2[CH2:28]Br)[CH2:12][C@@H:11]([O:30][Si:31]([C:34]([CH3:37])([CH3:36])[CH3:35])([CH3:33])[CH3:32])[CH2:10]1)([C:4]([CH3:7])([CH3:6])[CH3:5])([CH3:3])[CH3:2].[C:38]([O-:41])(=[S:40])[CH3:39].[K+], predict the reaction product. The product is: [C:38]([S:40][CH2:28][C:20]1[C@:21]2([CH2:23][CH2:24][C@H:25]3[C:16](=[CH:15][CH:14]=[C:13]4[C@:26]3([CH3:27])[C@@H:9]([O:8][Si:1]([C:4]([CH3:6])([CH3:5])[CH3:7])([CH3:3])[CH3:2])[CH2:10][C@H:11]([O:30][Si:31]([C:34]([CH3:36])([CH3:37])[CH3:35])([CH3:33])[CH3:32])[CH2:12]4)[C@@H:17]2[CH2:18][CH:19]=1)[CH3:22])(=[O:41])[CH3:39]. (6) Given the reactants [Cl:1][C:2]1[CH:3]=[C:4]([N:9]2[C:18](=[O:19])[C:17]3[C:12](=[CH:13][CH:14]=[CH:15][CH:16]=3)[N:11]=[C:10]2[SH:20])[CH:5]=[CH:6][C:7]=1[F:8].Cl[CH2:22][CH2:23][CH2:24][CH2:25][C:26]([NH:28][C:29]1[CH:30]=[C:31]2[C:35](=[CH:36][CH:37]=1)[CH2:34][CH2:33][CH2:32]2)=[O:27], predict the reaction product. The product is: [Cl:1][C:2]1[CH:3]=[C:4]([N:9]2[C:18](=[O:19])[C:17]3[C:12](=[CH:13][CH:14]=[CH:15][CH:16]=3)[N:11]=[C:10]2[S:20][CH2:22][CH2:23][CH2:24][CH2:25][C:26]([NH:28][C:29]2[CH:30]=[C:31]3[C:35](=[CH:36][CH:37]=2)[CH2:34][CH2:33][CH2:32]3)=[O:27])[CH:5]=[CH:6][C:7]=1[F:8]. (7) Given the reactants C(O[C:6](=O)[NH:7][C@H:8]([C:10](=[O:26])[NH:11][C:12]1[CH:17]=[CH:16][C:15]([F:18])=[CH:14][C:13]=1[NH:19][C:20]1[CH:25]=[CH:24][N:23]=[CH:22][N:21]=1)[CH3:9])(C)(C)C.Cl.ClC1[N:38]=[CH:37][N:36]=[C:35]2[C:31]=1[N:32]=[CH:33][N:34]2[CH:39]1[CH2:44][CH2:43][CH2:42][CH2:41][O:40]1.CCN(C(C)C)C(C)C, predict the reaction product. The product is: [F:18][C:15]1[CH:16]=[CH:17][C:12]([NH:11][C:10](=[O:26])[C@@H:8]([NH:7][C:6]2[N:38]=[CH:37][N:36]=[C:35]3[C:31]=2[N:32]=[CH:33][N:34]3[CH:39]2[CH2:44][CH2:43][CH2:42][CH2:41][O:40]2)[CH3:9])=[C:13]([NH:19][C:20]2[CH:25]=[CH:24][N:23]=[CH:22][N:21]=2)[CH:14]=1.